This data is from Reaction yield outcomes from USPTO patents with 853,638 reactions. The task is: Predict the reaction yield, written as a fraction of the theoretical maximum amount of product (1.0 means a 100% yield; for example, 0.34 means a 34% yield). (1) The reactants are C([N:8]1[CH2:13][CH2:12][O:11][C:10]([CH3:15])([CH3:14])[C@H:9]1[C:16]([O:18]CC1C=CC=CC=1)=[O:17])C1C=CC=CC=1. The catalyst is [Pd]. The product is [CH3:14][C:10]1([CH3:15])[O:11][CH2:12][CH2:13][NH:8][C@@H:9]1[C:16]([OH:18])=[O:17]. The yield is 0.700. (2) The yield is 0.900. The reactants are [Br:1][C:2]1[N:7]=[CH:6][C:5]([OH:8])=[CH:4][CH:3]=1.C(=O)([O-])[O-].[K+].[K+].Br[CH2:16][C:17]1[CH:22]=[CH:21][CH:20]=[CH:19][C:18]=1[F:23]. The catalyst is CC(C)=O. The product is [Br:1][C:2]1[CH:3]=[CH:4][C:5]([O:8][CH2:16][C:17]2[CH:22]=[CH:21][CH:20]=[CH:19][C:18]=2[F:23])=[CH:6][N:7]=1. (3) The reactants are [Li+].CC([N-]C(C)C)C.[NH2:9][C:10]1[C:22]([Br:23])=[CH:21][C:13]2[C:14]([C:17]([NH:19][CH3:20])=[O:18])=[CH:15][O:16][C:12]=2[CH:11]=1.[B:24](OC)([O:27]C)[O:25]C.[NH4+].[Cl-]. The catalyst is C1COCC1. The product is [NH2:9][C:10]1[C:22]([Br:23])=[CH:21][C:13]2[C:14]([C:17](=[O:18])[NH:19][CH3:20])=[C:15]([B:24]([OH:27])[OH:25])[O:16][C:12]=2[CH:11]=1. The yield is 0.700. (4) The reactants are [F:1][C:2]([F:34])([F:33])[CH:3]([C:24]1[CH:29]=[C:28]([Cl:30])[C:27]([Cl:31])=[C:26]([Cl:32])[CH:25]=1)/[CH:4]=[CH:5]/[C:6]1[CH:11]=[CH:10][C:9]([NH:12][N:13]2C(=O)C3C(=CC=CC=3)C2=O)=[CH:8][CH:7]=1.O.NN. The catalyst is CCO. The product is [F:34][C:2]([F:1])([F:33])[CH:3]([C:24]1[CH:25]=[C:26]([Cl:32])[C:27]([Cl:31])=[C:28]([Cl:30])[CH:29]=1)/[CH:4]=[CH:5]/[C:6]1[CH:11]=[CH:10][C:9]([NH:12][NH2:13])=[CH:8][CH:7]=1. The yield is 0.660. (5) The reactants are [C:1]([C:4]1[CH:9]=[CH:8][C:7]([N:10]2[C:14]([C:15]3[CH:20]=[CH:19][C:18]([N:21]4[CH2:25][CH2:24][O:23][C:22]4=[O:26])=[CH:17][CH:16]=3)=[CH:13][CH:12]=[C:11]2[CH2:27][CH2:28][C:29]([O:31]CC)=[O:30])=[C:6]([CH3:34])[CH:5]=1)(=[O:3])[NH2:2].O.[OH-].[Li+]. The catalyst is C1COCC1.O. The product is [C:1]([C:4]1[CH:9]=[CH:8][C:7]([N:10]2[C:14]([C:15]3[CH:16]=[CH:17][C:18]([N:21]4[CH2:25][CH2:24][O:23][C:22]4=[O:26])=[CH:19][CH:20]=3)=[CH:13][CH:12]=[C:11]2[CH2:27][CH2:28][C:29]([OH:31])=[O:30])=[C:6]([CH3:34])[CH:5]=1)(=[O:3])[NH2:2]. The yield is 0.390.